This data is from HIV replication inhibition screening data with 41,000+ compounds from the AIDS Antiviral Screen. The task is: Binary Classification. Given a drug SMILES string, predict its activity (active/inactive) in a high-throughput screening assay against a specified biological target. The compound is O=C1CC2C=C(S(=O)(=O)c3ccccc3)C1N(Cc1ccccc1)C2=O. The result is 0 (inactive).